This data is from Full USPTO retrosynthesis dataset with 1.9M reactions from patents (1976-2016). The task is: Predict the reactants needed to synthesize the given product. Given the product [Cl:1][C:2]1([C:22]([OH:24])=[O:23])[CH:3]=[CH:4][C:5]([N:8]([C:12]2[CH:17]=[CH:16][CH:15]=[CH:14][C:13]=2[C:18]([F:21])([F:19])[F:20])[C:9](=[O:11])[NH2:10])=[CH:6][CH2:7]1, predict the reactants needed to synthesize it. The reactants are: [Cl:1][C:2]1([C:22]([O:24]CC)=[O:23])[CH:7]=[CH:6][C:5]([N:8]([C:12]2[CH:17]=[CH:16][CH:15]=[CH:14][C:13]=2[C:18]([F:21])([F:20])[F:19])[C:9](=[O:11])[NH2:10])=[CH:4][CH2:3]1.[OH-].[K+].